Dataset: Reaction yield outcomes from USPTO patents with 853,638 reactions. Task: Predict the reaction yield, written as a fraction of the theoretical maximum amount of product (1.0 means a 100% yield; for example, 0.34 means a 34% yield). (1) The yield is 0.460. The catalyst is CC(C)=O.C1COCC1.O. The reactants are [CH:1]([N:4]1[C:8]([C:9]2[S:10][C:11]3CC[O:14][C:15]4[CH:22]=[C:21](C=C)[CH:20]=[CH:19][C:16]=4[C:17]=3[N:18]=2)=[N:7][CH:6]=[N:5]1)([CH3:3])[CH3:2].C[N+]1([O-])[CH2:31][CH2:30][O:29][CH2:28][CH2:27]1.S([O-])([O-])=[O:34].[Na+].[Na+]. The product is [CH:1]([N:4]1[C:8]([C:9]2[S:10][C:11]3[CH2:31][CH2:30][O:29][C:28]4[CH:27]=[C:21]([CH:22]([OH:34])[CH2:15][OH:14])[CH:20]=[CH:19][C:16]=4[C:17]=3[N:18]=2)=[N:7][CH:6]=[N:5]1)([CH3:3])[CH3:2]. (2) The product is [CH2:3]([O:5][C:6]1[CH:11]=[C:10](/[CH:12]=[C:13](\[CH3:19])/[C:14]([OH:16])=[O:15])[CH:9]=[CH:8][C:7]=1[C:20]1[CH:25]=[CH:24][CH:23]=[C:22]([N:26]([CH3:37])[C:27]([NH:29][CH2:30][CH2:31][CH2:32][CH2:33][CH2:34][CH2:35][CH3:36])=[O:28])[CH:21]=1)[CH3:4]. The yield is 0.750. The reactants are [OH-].[Na+].[CH2:3]([O:5][C:6]1[CH:11]=[C:10](/[CH:12]=[C:13](\[CH3:19])/[C:14]([O:16]CC)=[O:15])[CH:9]=[CH:8][C:7]=1[C:20]1[CH:25]=[CH:24][CH:23]=[C:22]([N:26]([CH3:37])[C:27]([NH:29][CH2:30][CH2:31][CH2:32][CH2:33][CH2:34][CH2:35][CH3:36])=[O:28])[CH:21]=1)[CH3:4]. The catalyst is C(O)C.C(OCC)C.CCCCC. (3) The reactants are [CH2:1]([N:4]([CH2:15][CH:16]=[N:17][OH:18])[C:5](=[O:14])[O:6][CH2:7][C:8]1[CH:13]=[CH:12][CH:11]=[CH:10][CH:9]=1)[CH:2]=[CH2:3].Cl[O-].[Na+]. The catalyst is ClCCl. The product is [N:17]1[O:18][CH2:3][CH:2]2[CH2:1][N:4]([C:5]([O:6][CH2:7][C:8]3[CH:13]=[CH:12][CH:11]=[CH:10][CH:9]=3)=[O:14])[CH2:15][C:16]=12. The yield is 0.750. (4) The reactants are [Cl:1][C:2]1[C:7]([C:8]([OH:10])=O)=[CH:6][CH:5]=[C:4]([C:11]2[CH:16]=[C:15]([O:17][CH2:18][CH:19]([CH3:21])[CH3:20])[CH:14]=[C:13]([F:22])[CH:12]=2)[N:3]=1.C(N1C=CN=C1)(N1C=CN=C1)=O.[H-].[Na+].[NH2:37][C:38]1[N:43]=[C:42]([S:44]([NH2:47])(=[O:46])=[O:45])[CH:41]=[CH:40][CH:39]=1. The yield is 0.730. The catalyst is CN(C)C=O. The product is [NH2:37][C:38]1[N:43]=[C:42]([S:44]([NH:47][C:8]([C:7]2[C:2]([Cl:1])=[N:3][C:4]([C:11]3[CH:16]=[C:15]([O:17][CH2:18][CH:19]([CH3:21])[CH3:20])[CH:14]=[C:13]([F:22])[CH:12]=3)=[CH:5][CH:6]=2)=[O:10])(=[O:46])=[O:45])[CH:41]=[CH:40][CH:39]=1. (5) The yield is 0.980. The reactants are [NH2:1][C:2]1[CH:3]=[C:4]([CH:9]=[CH:10][CH:11]=1)[C:5]([O:7][CH3:8])=[O:6].C([C:14]1[C:15](/[N:23]=[CH:24]/[N:25]([CH3:27])C)=[N:16][C:17]([CH:20]([CH3:22])[CH3:21])=[CH:18][CH:19]=1)#N.O. The catalyst is C(O)(=O)C. The product is [CH:20]([C:17]1[CH:18]=[CH:19][C:14]2[C:27]([NH:1][C:2]3[CH:3]=[C:4]([CH:9]=[CH:10][CH:11]=3)[C:5]([O:7][CH3:8])=[O:6])=[N:25][CH:24]=[N:23][C:15]=2[N:16]=1)([CH3:21])[CH3:22].